From a dataset of Reaction yield outcomes from USPTO patents with 853,638 reactions. Predict the reaction yield, written as a fraction of the theoretical maximum amount of product (1.0 means a 100% yield; for example, 0.34 means a 34% yield). (1) The reactants are Br[C:2]1[CH:3]=[C:4]([C:19]([O:21][CH3:22])=[O:20])[CH:5]=[C:6]2[C:11]=1[O:10][C:9]([N:12]1[CH2:17][CH2:16][O:15][CH2:14][CH2:13]1)=[CH:8][C:7]2=[O:18].C([Sn](CCCC)(CCCC)[C:28]([O:30]CC)=[CH2:29])CCC.Cl. The catalyst is O1CCOCC1.[Pd](Cl)Cl.C1(P(C2C=CC=CC=2)C2C=CC=CC=2)C=CC=CC=1.C1(P(C2C=CC=CC=2)C2C=CC=CC=2)C=CC=CC=1. The product is [C:28]([C:2]1[CH:3]=[C:4]([C:19]([O:21][CH3:22])=[O:20])[CH:5]=[C:6]2[C:11]=1[O:10][C:9]([N:12]1[CH2:17][CH2:16][O:15][CH2:14][CH2:13]1)=[CH:8][C:7]2=[O:18])(=[O:30])[CH3:29]. The yield is 0.695. (2) The catalyst is CN(C=O)C.ClCCl.C1COCC1.CO. The yield is 0.860. The reactants are [C:1]([N:4]([O:13][CH2:14][C:15]1[CH:20]=[CH:19][CH:18]=[CH:17][CH:16]=1)[C@H:5]([C:10]([OH:12])=[O:11])[C@@H:6]([CH2:8][F:9])[OH:7])([OH:3])=[O:2].[Si:21](Cl)([C:24]([CH3:27])([CH3:26])[CH3:25])([CH3:23])[CH3:22].N1C=CN=C1.C(O)(=O)C. The product is [C:1]([N:4]([O:13][CH2:14][C:15]1[CH:20]=[CH:19][CH:18]=[CH:17][CH:16]=1)[C@H:5]([C:10]([OH:12])=[O:11])[C@@H:6]([CH2:8][F:9])[O:7][Si:21]([C:24]([CH3:27])([CH3:26])[CH3:25])([CH3:23])[CH3:22])([OH:3])=[O:2]. (3) The reactants are [OH:1][CH2:2][CH2:3][CH2:4][CH2:5][CH2:6][CH2:7][CH2:8][C:9]1[CH2:11][CH:10]=1.[Si:12](Cl)([C:15]([CH3:18])([CH3:17])[CH3:16])([CH3:14])[CH3:13].C(N(CC)CC)C. The catalyst is C(Cl)Cl. The product is [Si:12]([O:1][CH2:2][CH2:3][CH2:4][CH2:5][CH2:6][CH2:7][CH2:8][C:9]1[CH2:11][CH:10]=1)([C:15]([CH3:18])([CH3:17])[CH3:16])([CH3:14])[CH3:13]. The yield is 0.470.